Task: Regression. Given two drug SMILES strings and cell line genomic features, predict the synergy score measuring deviation from expected non-interaction effect.. Dataset: NCI-60 drug combinations with 297,098 pairs across 59 cell lines (1) Drug 1: C1C(C(OC1N2C=C(C(=O)NC2=O)F)CO)O. Drug 2: C(CCl)NC(=O)N(CCCl)N=O. Cell line: CCRF-CEM. Synergy scores: CSS=54.1, Synergy_ZIP=6.47, Synergy_Bliss=7.69, Synergy_Loewe=-23.8, Synergy_HSA=8.52. (2) Drug 2: C1CN1C2=NC(=NC(=N2)N3CC3)N4CC4. Synergy scores: CSS=11.4, Synergy_ZIP=-7.05, Synergy_Bliss=-1.77, Synergy_Loewe=-14.0, Synergy_HSA=-5.33. Cell line: BT-549. Drug 1: CC1=C(C(CCC1)(C)C)C=CC(=CC=CC(=CC(=O)O)C)C.